From a dataset of Full USPTO retrosynthesis dataset with 1.9M reactions from patents (1976-2016). Predict the reactants needed to synthesize the given product. (1) Given the product [F:1][C:2]1[CH:3]=[CH:4][C:5]([N:8]2[C:16]3[C:11](=[CH:12][C:13]([CH2:18][OH:19])=[C:14]([CH3:17])[CH:15]=3)[CH:10]=[N:9]2)=[CH:6][CH:7]=1, predict the reactants needed to synthesize it. The reactants are: [F:1][C:2]1[CH:7]=[CH:6][C:5]([N:8]2[C:16]3[C:11](=[CH:12][C:13]([C:18](OC)=[O:19])=[C:14]([CH3:17])[CH:15]=3)[CH:10]=[N:9]2)=[CH:4][CH:3]=1.[Li+].[BH4-]. (2) Given the product [Br:22][C:5]1[S:1][C:2]([C:6]2[CH:14]=[CH:13][C:9]([C:10]([OH:12])=[O:11])=[CH:8][CH:7]=2)=[CH:3][CH:4]=1, predict the reactants needed to synthesize it. The reactants are: [S:1]1[CH:5]=[CH:4][CH:3]=[C:2]1[C:6]1[CH:14]=[CH:13][C:9]([C:10]([OH:12])=[O:11])=[CH:8][CH:7]=1.C1C(=O)N([Br:22])C(=O)C1.